Dataset: Peptide-MHC class II binding affinity with 134,281 pairs from IEDB. Task: Regression. Given a peptide amino acid sequence and an MHC pseudo amino acid sequence, predict their binding affinity value. This is MHC class II binding data. The peptide sequence is FEALGFLNEDHWASR. The MHC is DRB3_0202 with pseudo-sequence DRB3_0202. The binding affinity (normalized) is 0.399.